Dataset: Forward reaction prediction with 1.9M reactions from USPTO patents (1976-2016). Task: Predict the product of the given reaction. (1) Given the reactants Cl[C:2]1[C:3]2[N:10]([CH3:11])[CH:9]=[CH:8][C:4]=2[N:5]=[CH:6][N:7]=1.[NH2:12][C:13]1[CH:22]=[CH:21][C:20]([OH:23])=[C:19]2[C:14]=1[CH:15]=[CH:16][CH:17]=[N:18]2.C(=O)([O-])[O-].[K+].[K+], predict the reaction product. The product is: [CH3:11][N:10]1[C:3]2[C:2]([O:23][C:20]3[C:19]4[N:18]=[CH:17][CH:16]=[CH:15][C:14]=4[C:13]([NH2:12])=[CH:22][CH:21]=3)=[N:7][CH:6]=[N:5][C:4]=2[CH:8]=[CH:9]1. (2) Given the reactants [F:1][C:2]1[CH:3]=[C:4]([CH:37]=[CH:38][C:39]=1[F:40])[CH2:5][NH:6][C:7]([C:9]1[N:13](CC2C=CC(OC)=CC=2)[N:12]=[C:11]([N:23]2[C:27](=[O:28])[N:26]([CH2:29][C:30]3[CH:35]=[CH:34][C:33]([F:36])=[CH:32][CH:31]=3)[N:25]=[CH:24]2)[CH:10]=1)=[O:8].FC(S(O)(=O)=O)(F)F, predict the reaction product. The product is: [F:1][C:2]1[CH:3]=[C:4]([CH:37]=[CH:38][C:39]=1[F:40])[CH2:5][NH:6][C:7]([C:9]1[NH:13][N:12]=[C:11]([N:23]2[C:27](=[O:28])[N:26]([CH2:29][C:30]3[CH:35]=[CH:34][C:33]([F:36])=[CH:32][CH:31]=3)[N:25]=[CH:24]2)[CH:10]=1)=[O:8]. (3) Given the reactants O1CCCC1.[H-].[Al+3].[Li+].[H-].[H-].[H-].[OH-].[Na+].O.[C:15]([C:17]([C:28]1[CH:32]=[CH:31][S:30][CH:29]=1)([CH:25]([CH3:27])[CH3:26])[CH2:18][CH2:19][C:20](OCC)=[O:21])#[N:16], predict the reaction product. The product is: [C:15]([C:17]([C:28]1[CH:32]=[CH:31][S:30][CH:29]=1)([CH:25]([CH3:27])[CH3:26])[CH2:18][CH2:19][CH2:20][OH:21])#[N:16]. (4) Given the reactants [CH2:1]([O:15][CH2:16][C@H:17]([O:20][CH2:21][CH2:22][CH2:23][CH2:24][CH2:25][CH2:26][CH2:27][CH2:28][CH2:29][CH2:30][CH2:31][CH2:32][CH2:33][CH3:34])[CH2:18]O)[CH2:2][CH2:3][CH2:4][CH2:5][CH2:6][CH2:7][CH2:8][CH2:9][CH2:10][CH2:11][CH2:12][CH2:13][CH3:14].C1(P(C2C=CC=CC=2)C2C=CC=CC=2)C=CC=CC=1.C(Br)(Br)(Br)[Br:55], predict the reaction product. The product is: [CH2:1]([O:15][CH2:16][C@H:17]([O:20][CH2:21][CH2:22][CH2:23][CH2:24][CH2:25][CH2:26][CH2:27][CH2:28][CH2:29][CH2:30][CH2:31][CH2:32][CH2:33][CH3:34])[CH2:18][Br:55])[CH2:2][CH2:3][CH2:4][CH2:5][CH2:6][CH2:7][CH2:8][CH2:9][CH2:10][CH2:11][CH2:12][CH2:13][CH3:14]. (5) Given the reactants [F:1][C:2]1[CH:7]=[CH:6][C:5]([O:8][CH3:9])=[CH:4][C:3]=1[C:10]1[CH:11]=[CH:12][C:13]([OH:21])=[N:14][C:15]=1[CH2:16][C:17]([CH3:20])([CH3:19])[CH3:18].[CH:22]1([CH:25]([C:32]2[CH:37]=[CH:36][N:35]=[C:34]([CH2:38]O)[CH:33]=2)[CH2:26][C:27]([O:29][CH2:30][CH3:31])=[O:28])[CH2:24][CH2:23]1.N(C(N1CCCCC1)=O)=NC(N1CCCCC1)=O.C(P(CCCC)CCCC)CCC, predict the reaction product. The product is: [CH:22]1([CH:25]([C:32]2[CH:37]=[CH:36][N:35]=[C:34]([CH2:38][O:21][C:13]3[CH:12]=[CH:11][C:10]([C:3]4[CH:4]=[C:5]([O:8][CH3:9])[CH:6]=[CH:7][C:2]=4[F:1])=[C:15]([CH2:16][C:17]([CH3:18])([CH3:20])[CH3:19])[N:14]=3)[CH:33]=2)[CH2:26][C:27]([O:29][CH2:30][CH3:31])=[O:28])[CH2:24][CH2:23]1.